Task: Token-level Classification. Given an antigen amino acid sequence, predict which amino acid positions are active epitope sites capable of antibody binding. Output is a list of indices for active positions.. Dataset: B-cell epitopes from IEDB database with 3,159 antigens for binding position prediction (1) Given the antigen sequence: MDQSSRRDESYHETHPGSLDPSHQSHPHPHPHPTLHRPNQGGVYYDSPQHGMFQQPYQQHGGFHQQNELQHLREFSDSHDNAFSHHSYQQDRAGVSTLPNNISHAYGGSHPLAESQHSGGPQSGPRIDPNHHPHQDDPHRPSEPLSHPSSTGSHQGTTHQQYHERSHHLNPQQNRDHADTISYRSSTRFYRSHAPFSRQERPHLHADHHHEGHHAHSHHGEHPHHKEQRHYHGDHMHHHIHHRSPSASQLSHKSHSTLATSPSHVGSKSTASGARYTFGARSQIFGKAQSRESLRESASLSEGEDHVQKRKKAQRAHKKAHTGNIFQLLWEKISHLLLGLQQMILSLTQSLGFETFIFIVVCLNTVILVAQTFTELEIRGEWYFMVLDSIFLSIYVLEAVLKLIALGLEYFYDPWNNLDFFIMVMAVLDFVLLQINSLSYSFYNHSLFRILKVFKSMRALRAIRVLRRLSILTSLHEVAGTLSGSLPSITAILTLMFTCL..., which amino acid positions are active epitope sites? The epitope positions are: [548, 549, 550, 551, 552, 553, 554, 555, 556, 557, 558, 559, 560, 561, 562]. The amino acids at these positions are: GAWYIIPILMIYIVI. (2) Given the antigen sequence: MKKSKFLLLGSVASMAAIPFVAAKCGGTKEENKKPAEMPGGTEQPGKPGDTDQPAQPNPGTTPSTPAKPGKTPERMAQDTDVSGADISGSIKTPDTTATKTKLSDALKTIANNNLGKVQVSKEDKDKKDKEDKTGGSTSTDNKDPKSPGESESVPMESSKIDLKKLEESVKQELNKLAKKDVLSEDVLDVLKKAKGLESLKLGDLSKVEFNEKDKKLTIESHKDSKLVTGKYEFTLEK, which amino acid positions are active epitope sites? The epitope positions are: [125, 126, 127, 128, 129, 130, 131, 132]. The amino acids at these positions are: DKKDKEDK.